From a dataset of Full USPTO retrosynthesis dataset with 1.9M reactions from patents (1976-2016). Predict the reactants needed to synthesize the given product. Given the product [CH3:1][O:2][C:3]1[C:4]([CH3:31])=[C:5]([C:22]([O:29][CH3:30])=[C:23]([O:27][CH3:28])[C:24]=1[O:25][CH3:26])[CH2:6][C:7]1[CH:8]=[CH:9][C:10]([O:21][CH2:39][C:40]([O:42][C:43]([CH3:46])([CH3:45])[CH3:44])=[O:41])=[C:11]([CH:20]=1)[C:12]([N:14]1[CH2:15][CH2:16][O:17][CH2:18][CH2:19]1)=[O:13], predict the reactants needed to synthesize it. The reactants are: [CH3:1][O:2][C:3]1[C:4]([CH3:31])=[C:5]([C:22]([O:29][CH3:30])=[C:23]([O:27][CH3:28])[C:24]=1[O:25][CH3:26])[CH2:6][C:7]1[CH:8]=[CH:9][C:10]([OH:21])=[C:11]([CH:20]=1)[C:12]([N:14]1[CH2:19][CH2:18][O:17][CH2:16][CH2:15]1)=[O:13].C(=O)([O-])[O-].[Na+].[Na+].Br[CH2:39][C:40]([O:42][C:43]([CH3:46])([CH3:45])[CH3:44])=[O:41].